From a dataset of Reaction yield outcomes from USPTO patents with 853,638 reactions. Predict the reaction yield, written as a fraction of the theoretical maximum amount of product (1.0 means a 100% yield; for example, 0.34 means a 34% yield). (1) The reactants are Cl[C:2]1[C:7]2=[C:8]([CH3:16])[C:9]([C:11]([O:13][CH2:14][CH3:15])=[O:12])=[CH:10][N:6]2[N:5]=[CH:4][N:3]=1.[F:17][C:18]1[CH:23]=[C:22]([N+:24]([O-:26])=[O:25])[CH:21]=[CH:20][C:19]=1[OH:27].C([O-])([O-])=O.[K+].[K+].CN(C=O)C. The catalyst is O. The product is [F:17][C:18]1[CH:23]=[C:22]([N+:24]([O-:26])=[O:25])[CH:21]=[CH:20][C:19]=1[O:27][C:2]1[C:7]2=[C:8]([CH3:16])[C:9]([C:11]([O:13][CH2:14][CH3:15])=[O:12])=[CH:10][N:6]2[N:5]=[CH:4][N:3]=1. The yield is 1.00. (2) The reactants are [NH2:1][C:2]1[C:3]([NH:17][CH2:18][CH:19]2[CH2:24][CH2:23][N:22](C(OC(C)(C)C)=O)[CH2:21][CH2:20]2)=[CH:4][C:5]([NH:8][C:9]2[CH:14]=[N:13][C:12]([C:15]#[N:16])=[CH:11][N:10]=2)=[N:6][CH:7]=1.CC1C=CC(S(O)(=O)=O)=CC=1. No catalyst specified. The product is [NH2:1][C:2]1[C:3]([NH:17][CH2:18][CH:19]2[CH2:24][CH2:23][NH:22][CH2:21][CH2:20]2)=[CH:4][C:5]([NH:8][C:9]2[N:10]=[CH:11][C:12]([C:15]#[N:16])=[N:13][CH:14]=2)=[N:6][CH:7]=1. The yield is 0.0240. (3) The reactants are [CH3:1][O:2][C:3](=[O:19])[C:4]1[CH:9]=[CH:8][CH:7]=[C:6]([CH2:10][O:11][C:12]2[CH:17]=[CH:16][C:15](I)=[CH:14][CH:13]=2)[CH:5]=1.C(=O)([O-])[O-].[K+].[K+].[F:26][C:27]1[CH:32]=[C:31]([F:33])[C:30]([F:34])=[CH:29][C:28]=1B(O)O. The catalyst is O1CCOCC1.O. The product is [CH3:1][O:2][C:3](=[O:19])[C:4]1[CH:9]=[CH:8][CH:7]=[C:6]([CH2:10][O:11][C:12]2[CH:17]=[CH:16][C:15]([C:28]3[CH:29]=[C:30]([F:34])[C:31]([F:33])=[CH:32][C:27]=3[F:26])=[CH:14][CH:13]=2)[CH:5]=1. The yield is 0.779. (4) The reactants are [Br:1][C:2]1[CH:10]=[CH:9][C:8]2[NH:7][C:6]3[CH2:11][CH2:12][NH:13][CH2:14][C:5]=3[C:4]=2[CH:3]=1.CN(C1C=CC=CN=1)C.[C:24](O[C:24]([O:26][C:27]([CH3:30])([CH3:29])[CH3:28])=[O:25])([O:26][C:27]([CH3:30])([CH3:29])[CH3:28])=[O:25].C(N(CC)CC)C. The catalyst is C(Cl)Cl.CO. The product is [Br:1][C:2]1[CH:10]=[CH:9][C:8]2[NH:7][C:6]3[CH2:11][CH2:12][N:13]([C:24]([O:26][C:27]([CH3:30])([CH3:29])[CH3:28])=[O:25])[CH2:14][C:5]=3[C:4]=2[CH:3]=1. The yield is 0.820. (5) The reactants are [CH:1]([C:3]1[C:7](Br)=[CH:6][S:5][CH:4]=1)=[O:2].[CH3:9][O:10][CH2:11][O:12][C:13]1[CH:18]=[CH:17][C:16]([C:19]#[CH:20])=[CH:15][CH:14]=1. The catalyst is CN(C=O)C.Cl[Pd](Cl)([P](C1C=CC=CC=1)(C1C=CC=CC=1)C1C=CC=CC=1)[P](C1C=CC=CC=1)(C1C=CC=CC=1)C1C=CC=CC=1.C(N(CC)CC)C. The product is [CH3:9][O:10][CH2:11][O:12][C:13]1[CH:18]=[CH:17][C:16]([C:19]#[C:20][C:7]2[C:3]([CH:1]=[O:2])=[CH:4][S:5][CH:6]=2)=[CH:15][CH:14]=1. The yield is 0.470. (6) The reactants are [Cl:1][C:2]1[C:11]([CH:12]=O)=[CH:10][C:9]2[C:4](=[C:5]([CH3:14])[CH:6]=[CH:7][CH:8]=2)[N:3]=1.[CH3:15][C:16]([S@:19]([NH2:21])=[O:20])([CH3:18])[CH3:17].O. The catalyst is C1COCC1.CC(C)[O-].[Ti+4].CC(C)[O-].CC(C)[O-].CC(C)[O-]. The product is [Cl:1][C:2]1[C:11](/[CH:12]=[N:21]/[S@@:19]([C:16]([CH3:18])([CH3:17])[CH3:15])=[O:20])=[CH:10][C:9]2[C:4](=[C:5]([CH3:14])[CH:6]=[CH:7][CH:8]=2)[N:3]=1. The yield is 0.720.